Predict the reactants needed to synthesize the given product. From a dataset of Retrosynthesis with 50K atom-mapped reactions and 10 reaction types from USPTO. (1) Given the product Cc1onc(-c2ccc(F)cc2)c1-c1cn(-c2ncccn2)cn1, predict the reactants needed to synthesize it. The reactants are: Cc1onc(-c2ccc(F)cc2)c1-c1c[nH]cn1.Clc1ncccn1. (2) Given the product CC(O)(C#Cc1cc2c(cc1F)OCCn1cc(C(N)=O)nc1-2)C1(C)CC1, predict the reactants needed to synthesize it. The reactants are: C#CC(C)(O)C1(C)CC1.NC(=O)c1cn2c(n1)-c1cc(Br)c(F)cc1OCC2. (3) The reactants are: CC1(C[Zn+])COC1.COC(=O)c1nc2n(c1I)C1CC(C1)c1ccc(Br)cc1-2. Given the product COC(=O)c1nc2n(c1CC1(C)COC1)C1CC(C1)c1ccc(Br)cc1-2, predict the reactants needed to synthesize it. (4) The reactants are: COC(=O)c1ccc2c(c1)NC(=O)CO2. Given the product O=C1COc2ccc(C(=O)O)cc2N1, predict the reactants needed to synthesize it. (5) Given the product O=C(O)c1cc(C2=NOC(c3cc(Cl)cc(Cl)c3)(C(F)(F)F)C2)nn1-c1ncccc1Cl, predict the reactants needed to synthesize it. The reactants are: COC(=O)c1cc(C2=NOC(c3cc(Cl)cc(Cl)c3)(C(F)(F)F)C2)nn1-c1ncccc1Cl. (6) Given the product COc1ccc(Oc2cccc(C(F)(F)F)n2)cc1, predict the reactants needed to synthesize it. The reactants are: COc1ccc(O)cc1.FC(F)(F)c1cccc(Cl)n1. (7) Given the product COc1ccc(-c2cccc3[nH]c(C(=O)NC4CCN(C[C@H](C)N5CCC(O)CC5)CC4)cc23)cc1, predict the reactants needed to synthesize it. The reactants are: COc1ccc(-c2cccc3[nH]c(C(=O)O)cc23)cc1.C[C@@H](CN1CCC(N)CC1)N1CCC(O)CC1. (8) Given the product CCOc1nc(Cl)nc2cscc12, predict the reactants needed to synthesize it. The reactants are: CCO.Clc1nc(Cl)c2cscc2n1.